From a dataset of Reaction yield outcomes from USPTO patents with 853,638 reactions. Predict the reaction yield, written as a fraction of the theoretical maximum amount of product (1.0 means a 100% yield; for example, 0.34 means a 34% yield). (1) The reactants are [Br:1][C:2]1[CH:3]=[C:4]([CH:6]=[CH:7][C:8]=1[F:9])[NH2:5].Cl[C:11](Cl)(Cl)[CH:12]([OH:14])O.Cl.[NH2:18][OH:19].S([O-])([O-])(=O)=O.[Na+].[Na+].Cl. The catalyst is O. The product is [Br:1][C:2]1[CH:3]=[C:4]([NH:5][C:12](=[O:14])[CH:11]=[N:18][OH:19])[CH:6]=[CH:7][C:8]=1[F:9]. The yield is 0.610. (2) The reactants are [F:1][C:2]([F:17])([F:16])[C:3]1[CH:4]=[C:5](B(O)O)[CH:6]=[C:7]([C:9]([F:12])([F:11])[F:10])[CH:8]=1.Br[C:19]([C:21]([F:24])([F:23])[F:22])=[CH2:20].C([O-])([O-])=O.[K+].[K+]. The catalyst is C1COCC1.O.Cl[Pd](Cl)([P](C1C=CC=CC=1)(C1C=CC=CC=1)C1C=CC=CC=1)[P](C1C=CC=CC=1)(C1C=CC=CC=1)C1C=CC=CC=1. The product is [F:1][C:2]([F:17])([F:16])[C:3]1[CH:4]=[C:5]([C:19]([C:21]([F:24])([F:23])[F:22])=[CH2:20])[CH:6]=[C:7]([C:9]([F:12])([F:11])[F:10])[CH:8]=1. The yield is 0.550. (3) The reactants are [C:1]([C:4]1[C:9]([NH:10][C:11]([C:13]2[S:14][CH:15]=[C:16]([CH:18]([CH3:20])[CH3:19])[N:17]=2)=O)=[C:8]([F:21])[C:7]([O:22][CH3:23])=[CH:6][CH:5]=1)(=[O:3])[CH3:2].C(C1N=C(C2C=C(O)C3C(=CC(OC)=CC=3)N=2)SC=1)(C)C. No catalyst specified. The product is [CH:18]([C:16]1[N:17]=[C:13]([C:11]2[CH:2]=[C:1]([OH:3])[C:4]3[C:9](=[C:8]([F:21])[C:7]([O:22][CH3:23])=[CH:6][CH:5]=3)[N:10]=2)[S:14][CH:15]=1)([CH3:20])[CH3:19]. The yield is 0.900. (4) The reactants are [S:1](Cl)([C:4]1[CH:10]=[CH:9][C:7]([CH3:8])=[CH:6][CH:5]=1)(=[O:3])=[O:2].[OH:12][CH2:13][CH2:14][O:15][CH2:16][CH2:17][O:18][CH2:19][CH2:20][O:21][C:22]1[CH:27]=[CH:26][C:25](/[CH:28]=[CH:29]/[C:30]2[CH:35]=[CH:34][C:33]([N:36]([CH3:38])[CH3:37])=[CH:32][CH:31]=2)=[CH:24][N:23]=1.O. The catalyst is N1C=CC=CC=1. The product is [S:1]([O:12][CH2:13][CH2:14][O:15][CH2:16][CH2:17][O:18][CH2:19][CH2:20][O:21][C:22]1[CH:27]=[CH:26][C:25](/[CH:28]=[CH:29]/[C:30]2[CH:35]=[CH:34][C:33]([N:36]([CH3:38])[CH3:37])=[CH:32][CH:31]=2)=[CH:24][N:23]=1)([C:4]1[CH:10]=[CH:9][C:7]([CH3:8])=[CH:6][CH:5]=1)(=[O:3])=[O:2]. The yield is 0.410.